Dataset: Forward reaction prediction with 1.9M reactions from USPTO patents (1976-2016). Task: Predict the product of the given reaction. (1) Given the reactants [CH2:1]([N:8]1[C:12](=[O:13])[CH2:11][CH2:10][C@@H:9]1[C:14]([OH:16])=O)[C:2]1[CH:7]=[CH:6][CH:5]=[CH:4][CH:3]=1.ON1C2C=CC=CC=2N=N1.[NH2:27][CH:28]([CH2:34][C:35]1[CH:40]=[CH:39][CH:38]=[CH:37][CH:36]=1)[CH:29]([OH:33])[C:30]([NH2:32])=[O:31].Cl.CN(C)CCCN=C=NCC.CCN(C(C)C)C(C)C, predict the reaction product. The product is: [NH2:32][C:30](=[O:31])[CH:29]([OH:33])[CH:28]([NH:27][C:14]([C@H:9]1[CH2:10][CH2:11][C:12](=[O:13])[N:8]1[CH2:1][C:2]1[CH:3]=[CH:4][CH:5]=[CH:6][CH:7]=1)=[O:16])[CH2:34][C:35]1[CH:36]=[CH:37][CH:38]=[CH:39][CH:40]=1. (2) Given the reactants [Br:1][C:2]1[CH:3]=[C:4]([OH:9])[CH:5]=[CH:6][C:7]=1[CH3:8].C(=O)([O-])[O-].[K+].[K+].CN(C)C=O.Br[CH2:22][CH:23]([O:27][CH2:28][CH3:29])[O:24][CH2:25][CH3:26], predict the reaction product. The product is: [Br:1][C:2]1[CH:3]=[C:4]([O:9][CH2:22][CH:23]([O:27][CH2:28][CH3:29])[O:24][CH2:25][CH3:26])[CH:5]=[CH:6][C:7]=1[CH3:8]. (3) Given the reactants [F:1][C:2]([F:16])([F:15])[C:3]1[CH:4]=[C:5]([CH:8]=[C:9]([C:11]([F:14])([F:13])[F:12])[CH:10]=1)[CH:6]=[O:7].[CH2:17]([Mg]Br)[CH3:18].Cl, predict the reaction product. The product is: [F:1][C:2]([F:15])([F:16])[C:3]1[CH:4]=[C:5]([CH:6]([OH:7])[CH2:17][CH3:18])[CH:8]=[C:9]([C:11]([F:14])([F:12])[F:13])[CH:10]=1. (4) Given the reactants [NH2:1][C:2]1[C:3](=[O:8])[NH:4][CH:5]=[CH:6][CH:7]=1.[I-].[Na+].Br[CH2:12][CH2:13][CH2:14][CH2:15][CH2:16][N:17]1[C:26]2[C:21]([C:22](=[O:28])[NH:23][C:24](=[O:27])[N:25]=2)=[N:20][C:19]2[CH:29]=[C:30]([CH3:34])[C:31]([CH3:33])=[CH:32][C:18]1=2, predict the reaction product. The product is: [CH3:34][C:30]1[C:31]([CH3:33])=[CH:32][C:18]2[N:17]([CH2:16][CH2:15][CH2:14][CH2:13][CH2:12][NH:1][C:2]3[C:3](=[O:8])[NH:4][CH:5]=[CH:6][CH:7]=3)[C:26]3[C:21]([C:22](=[O:28])[NH:23][C:24](=[O:27])[N:25]=3)=[N:20][C:19]=2[CH:29]=1. (5) Given the reactants C([O:8][C:9]1[C:10]([O:42][CH3:43])=[CH:11][C:12]2[N:18]([C:19]([O:21][C:22]([CH3:25])([CH3:24])[CH3:23])=[O:20])[C@@H:17]([O:26][CH:27]3[C:32]([OH:33])=[C:31]([OH:34])[C:30]([OH:35])=[C:29]([OH:36])[O:28]3)[C@@H:16]3[CH2:37][CH2:38][CH2:39][N:15]3[C:14](=[O:40])[C:13]=2[CH:41]=1)C1C=CC=CC=1.OCC1(OC[C@@H](O)[C@@H](O)[C@H]1O)O, predict the reaction product. The product is: [C:22]([O:21][C:19]([N:18]1[C:12]2[CH:11]=[C:10]([O:42][CH3:43])[C:9]([OH:8])=[CH:41][C:13]=2[C:14](=[O:40])[N:15]2[CH2:39][CH2:38][CH2:37][C@H:16]2[C@@H:17]1[O:26][CH:27]1[C:32]([OH:33])=[C:31]([OH:34])[C:30]([OH:35])=[C:29]([OH:36])[O:28]1)=[O:20])([CH3:25])([CH3:23])[CH3:24]. (6) Given the reactants [CH3:1][N:2]1[C:10]2[C:5](=[CH:6][CH:7]=[CH:8][CH:9]=2)[C:4]([C:11]2[C:12](=[O:24])[NH:13][C:14](=[O:23])[C:15]=2[C:16]2[CH:21]=[CH:20][CH:19]=[C:18]([NH2:22])[CH:17]=2)=[CH:3]1.[O:25]1[CH2:30][CH2:29][C:28](=O)[CH2:27][CH2:26]1.[BH3-]C#N.[Na+], predict the reaction product. The product is: [CH3:1][N:2]1[C:10]2[C:5](=[CH:6][CH:7]=[CH:8][CH:9]=2)[C:4]([C:11]2[C:12](=[O:24])[NH:13][C:14](=[O:23])[C:15]=2[C:16]2[CH:21]=[CH:20][CH:19]=[C:18]([NH:22][CH:28]3[CH2:29][CH2:30][O:25][CH2:26][CH2:27]3)[CH:17]=2)=[CH:3]1. (7) Given the reactants [C:1]([O:5][C:6]([NH:8][CH:9]1[CH:14]([OH:15])[CH2:13][CH2:12][CH:11]([C:16]([O:18][CH2:19][CH3:20])=[O:17])[CH2:10]1)=[O:7])([CH3:4])([CH3:3])[CH3:2].C(N(CC)CC)C.[CH3:28][S:29](Cl)(=[O:31])=[O:30], predict the reaction product. The product is: [C:1]([O:5][C:6]([NH:8][CH:9]1[CH:14]([O:15][S:29]([CH3:28])(=[O:31])=[O:30])[CH2:13][CH2:12][CH:11]([C:16]([O:18][CH2:19][CH3:20])=[O:17])[CH2:10]1)=[O:7])([CH3:4])([CH3:3])[CH3:2].